This data is from Forward reaction prediction with 1.9M reactions from USPTO patents (1976-2016). The task is: Predict the product of the given reaction. (1) Given the reactants [CH3:1][C:2]1([C:10]([NH:12][C@H:13]([C:15]2[CH:24]=[CH:23][C:18]([C:19]([O:21][CH3:22])=[O:20])=[CH:17][CH:16]=2)[CH3:14])=[O:11])[NH:9][CH2:8][CH2:7][C:4]2([CH2:6][CH2:5]2)[CH2:3]1.[F:25][C:26]([F:36])([F:35])[C:27]1[CH:34]=[CH:33][C:30]([CH2:31]Br)=[CH:29][CH:28]=1.C([O-])([O-])=O.[Na+].[Na+], predict the reaction product. The product is: [CH3:1][C:2]1([C:10]([NH:12][C@H:13]([C:15]2[CH:16]=[CH:17][C:18]([C:19]([O:21][CH3:22])=[O:20])=[CH:23][CH:24]=2)[CH3:14])=[O:11])[N:9]([CH2:31][C:30]2[CH:29]=[CH:28][C:27]([C:26]([F:25])([F:35])[F:36])=[CH:34][CH:33]=2)[CH2:8][CH2:7][C:4]2([CH2:5][CH2:6]2)[CH2:3]1. (2) Given the reactants [CH3:1][C:2]1[CH:3]=[CH:4][C:5](=O)[NH:6][C:7]=1[C:8]1[CH:13]=[CH:12][CH:11]=[CH:10][CH:9]=1.P(Br)(Br)([Br:17])=O.C(OCC)(=O)C, predict the reaction product. The product is: [Br:17][C:5]1[N:6]=[C:7]([C:8]2[CH:13]=[CH:12][CH:11]=[CH:10][CH:9]=2)[C:2]([CH3:1])=[CH:3][CH:4]=1. (3) Given the reactants [OH:1][C@@H:2]1[CH2:25][CH2:24][C@@:23]2([CH3:26])[C@H:4]([CH2:5][C@@H:6]([OH:28])[C@@H:7]3[C@@H:22]2[CH2:21][CH2:20][C@@:19]2([CH3:27])[C@H:8]3[CH2:9][CH2:10][C@@H:11]2[C@H:12]([CH3:18])[CH2:13][CH2:14][C:15]([OH:17])=[O:16])[CH2:3]1.O.[CH3:30]O, predict the reaction product. The product is: [CH3:30][O:16][C:15](=[O:17])[CH2:14][CH2:13][C@H:12]([C@@H:11]1[C@:19]2([CH3:27])[C@H:8]([C@H:7]3[C@H:22]([CH2:21][CH2:20]2)[C@:23]2([CH3:26])[C@@H:4]([CH2:3][C@H:2]([OH:1])[CH2:25][CH2:24]2)[CH2:5][C@H:6]3[OH:28])[CH2:9][CH2:10]1)[CH3:18]. (4) Given the reactants [F:1][C:2]1([F:33])[O:6][C:5]2[CH:7]=[CH:8][C:9]([C:11]3([C:14]([NH:16][C@H:17]4[CH2:22][CH2:21][O:20][C@@H:19]([C:23]5[CH:24]=[C:25]([CH:30]=[CH:31][CH:32]=5)[C:26]([O:28][CH3:29])=[O:27])[CH2:18]4)=[O:15])[CH2:13][CH2:12]3)=[CH:10][C:4]=2[O:3]1.CC(O)C, predict the reaction product. The product is: [F:33][C:2]1([F:1])[O:6][C:5]2[CH:7]=[CH:8][C:9]([C:11]3([C:14]([NH:16][C@@H:17]4[CH2:22][CH2:21][O:20][C@H:19]([C:23]5[CH:24]=[C:25]([CH:30]=[CH:31][CH:32]=5)[C:26]([O:28][CH3:29])=[O:27])[CH2:18]4)=[O:15])[CH2:13][CH2:12]3)=[CH:10][C:4]=2[O:3]1. (5) Given the reactants ClC(Cl)(Cl)C([N:5]1[CH2:10][CH2:9][N:8]([C:11]2[CH:16]=[C:15]([S:17]([N:20]3[C:28]4[C:23](=[CH:24][CH:25]=[C:26]([F:29])[CH:27]=4)[CH:22]=[CH:21]3)(=[O:19])=[O:18])[CH:14]=[CH:13][C:12]=2[O:30][CH2:31][C:32]([F:35])([F:34])[F:33])[CH2:7][CH2:6]1)=O.[OH-].[K+], predict the reaction product. The product is: [F:29][C:26]1[CH:27]=[C:28]2[C:23]([CH:22]=[CH:21][N:20]2[S:17]([C:15]2[CH:14]=[CH:13][C:12]([O:30][CH2:31][C:32]([F:33])([F:34])[F:35])=[C:11]([N:8]3[CH2:7][CH2:6][NH:5][CH2:10][CH2:9]3)[CH:16]=2)(=[O:19])=[O:18])=[CH:24][CH:25]=1. (6) Given the reactants [N:1]1[CH:6]=[CH:5][C:4]([N:7]2[CH2:11][CH2:10][NH:9][C:8]2=[O:12])=[CH:3][CH:2]=1.[H-].[Na+].Br[CH2:16][CH2:17][CH2:18][CH2:19][CH2:20][CH2:21][CH2:22][O:23][C:24]1[CH:29]=[CH:28][C:27]([Cl:30])=[CH:26][CH:25]=1, predict the reaction product. The product is: [Cl:30][C:27]1[CH:28]=[CH:29][C:24]([O:23][CH2:22][CH2:21][CH2:20][CH2:19][CH2:18][CH2:17][CH2:16][N:9]2[CH2:10][CH2:11][N:7]([C:4]3[CH:3]=[CH:2][N:1]=[CH:6][CH:5]=3)[C:8]2=[O:12])=[CH:25][CH:26]=1.